This data is from Reaction yield outcomes from USPTO patents with 853,638 reactions. The task is: Predict the reaction yield, written as a fraction of the theoretical maximum amount of product (1.0 means a 100% yield; for example, 0.34 means a 34% yield). (1) The reactants are [CH3:1][C:2]1([CH3:38])[CH2:7][CH2:6][C:5]([C:8]2[CH:13]=[C:12]([CH2:14][C:15]3[NH:19][N:18]=[N:17][N:16]=3)[CH:11]=[CH:10][C:9]=2[NH:20][C:21]([C:23]2[N:24]([CH2:30][O:31][CH2:32][CH2:33][Si:34]([CH3:37])([CH3:36])[CH3:35])[CH:25]=[C:26]([C:28]#[N:29])[N:27]=2)=[O:22])=[CH:4][CH2:3]1.Cl.Cl[CH2:41][CH2:42][N:43]([CH3:45])[CH3:44].CCN(C(C)C)C(C)C. The catalyst is CN(C=O)C.CCOC(C)=O. The product is [CH3:44][N:43]([CH3:45])[CH2:42][CH2:41][N:17]1[N:18]=[N:19][C:15]([CH2:14][C:12]2[CH:11]=[CH:10][C:9]([NH:20][C:21]([C:23]3[N:24]([CH2:30][O:31][CH2:32][CH2:33][Si:34]([CH3:35])([CH3:37])[CH3:36])[CH:25]=[C:26]([C:28]#[N:29])[N:27]=3)=[O:22])=[C:8]([C:5]3[CH2:6][CH2:7][C:2]([CH3:38])([CH3:1])[CH2:3][CH:4]=3)[CH:13]=2)=[N:16]1. The yield is 0.240. (2) The catalyst is O1CCOCC1.O. The reactants are [O:1]=[S:2]1(=[O:26])[CH2:7][CH2:6][N:5]([C:8]2[C:13]([F:14])=[CH:12][C:11]([N:15]3[CH2:19][C@H:18]([C:20]([O:22][CH3:23])=[O:21])[O:17][C:16]3=[O:24])=[CH:10][C:9]=2[F:25])[CH2:4][CH2:3]1.ClC1C(=O)C(C#N)=C(C#N)C(=O)C=1Cl.[O-]S([O-])=O.[Na+].[Na+]. The yield is 0.380. The product is [O:26]=[S:2]1(=[O:1])[CH:3]=[CH:4][N:5]([C:8]2[C:13]([F:14])=[CH:12][C:11]([N:15]3[CH2:19][C@H:18]([C:20]([O:22][CH3:23])=[O:21])[O:17][C:16]3=[O:24])=[CH:10][C:9]=2[F:25])[CH2:6][CH2:7]1. (3) The reactants are [N:1]1([CH2:6][CH2:7][CH2:8][O:9][C:10]2[CH:15]=[CH:14][C:13]([C:16]3([CH:22]=O)[CH2:21][CH2:20][O:19][CH2:18][CH2:17]3)=[CH:12][CH:11]=2)[CH2:5][CH2:4][CH2:3][CH2:2]1.[CH3:24][O:25][CH2:26][C@H:27]1[CH2:31][CH2:30][CH2:29][NH:28]1. The catalyst is CC(C)[O-].[Ti+4].CC(C)[O-].CC(C)[O-].CC(C)[O-].C(O)C. The product is [CH3:24][O:25][CH2:26][C@H:27]1[CH2:31][CH2:30][CH2:29][N:28]1[CH2:22][C:16]1([C:13]2[CH:12]=[CH:11][C:10]([O:9][CH2:8][CH2:7][CH2:6][N:1]3[CH2:5][CH2:4][CH2:3][CH2:2]3)=[CH:15][CH:14]=2)[CH2:21][CH2:20][O:19][CH2:18][CH2:17]1. The yield is 0.590. (4) The reactants are [CH2:1]([O:8][CH2:9][C@@H:10]1[CH2:14][C@@H:13]([S:15]C(C2C=CC=CC=2)(C2C=CC=CC=2)C2C=CC=CC=2)[CH2:12][N:11]1[S:35]([CH3:38])(=[O:37])=[O:36])[C:2]1[CH:7]=[CH:6][CH:5]=[CH:4][CH:3]=1.C([SiH](CC)CC)C. The catalyst is C(O)(C(F)(F)F)=O. The product is [CH2:1]([O:8][CH2:9][C@H:10]1[N:11]([S:35]([CH3:38])(=[O:37])=[O:36])[CH2:12][C@H:13]([SH:15])[CH2:14]1)[C:2]1[CH:7]=[CH:6][CH:5]=[CH:4][CH:3]=1. The yield is 0.720. (5) The reactants are [CH3:1][N:2]1[CH:6]=[CH:5][N:4]=[CH:3]1.[O:7]([CH2:15][CH3:16])[S:8]([C:11]([F:14])([F:13])[F:12])(=[O:10])=[O:9]. The catalyst is CCCCCC. The product is [F:12][C:11]([F:14])([F:13])[S:8]([O-:10])(=[O:9])=[O:7].[CH3:1][N+:2]1[CH:6]=[CH:5][N:4]([CH2:15][CH3:16])[CH:3]=1. The yield is 0.991. (6) The reactants are [NH2:1][C:2]1C(O)=NC=[N:6][C:7]=1[NH2:8].[OH-].[Na+].Br[CH:13](Br)[C:14](=O)[C:15]([F:18])([F:17])[F:16]. No catalyst specified. The product is [F:16][C:15]([F:18])([F:17])[C:14]1[N:1]=[CH:2][C:7]([NH2:8])=[N:6][CH:13]=1. The yield is 0.150. (7) The reactants are Br[C:2]1[C:7]([N:8]([CH2:23][O:24][CH3:25])[S:9]([C:12]2[CH:17]=[CH:16][C:15]([Cl:18])=[C:14]([C:19]([F:22])([F:21])[F:20])[CH:13]=2)(=[O:11])=[O:10])=[CH:6][C:5]([CH3:26])=[CH:4][N:3]=1.C([Mg]Cl)(C)C.[CH3:32][N:33]([CH:35]=[N:36][C:37]1[CH:38]=[C:39]([CH:46]=[CH:47][N:48]=1)[C:40](N(OC)C)=[O:41])[CH3:34]. The catalyst is C1COCC1. The product is [Cl:18][C:15]1[CH:16]=[CH:17][C:12]([S:9]([N:8]([C:7]2[C:2]([C:40]([C:39]3[CH:46]=[CH:47][N:48]=[C:37]([N:36]=[CH:35][N:33]([CH3:34])[CH3:32])[CH:38]=3)=[O:41])=[N:3][CH:4]=[C:5]([CH3:26])[CH:6]=2)[CH2:23][O:24][CH3:25])(=[O:11])=[O:10])=[CH:13][C:14]=1[C:19]([F:22])([F:21])[F:20]. The yield is 0.520. (8) The reactants are Cl.O1CCOCC1.C(OC([NH:15][C@@H:16]1[CH2:21][CH2:20][C@H:19]([N:22]2[C:27](=[O:28])[C:26]3[CH:29]=[C:30]([F:33])[CH:31]=[N:32][C:25]=3[N:24]([C:34]3[CH:35]=[C:36]([CH:41]=[CH:42][CH:43]=3)[C:37]([O:39][CH3:40])=[O:38])[C:23]2=[O:44])[CH2:18][CH2:17]1)=O)(C)(C)C.C(=O)([O-])[O-].[Na+].[Na+]. No catalyst specified. The product is [NH2:15][C@@H:16]1[CH2:17][CH2:18][C@H:19]([N:22]2[C:27](=[O:28])[C:26]3[CH:29]=[C:30]([F:33])[CH:31]=[N:32][C:25]=3[N:24]([C:34]3[CH:35]=[C:36]([CH:41]=[CH:42][CH:43]=3)[C:37]([O:39][CH3:40])=[O:38])[C:23]2=[O:44])[CH2:20][CH2:21]1. The yield is 1.00.